Dataset: Forward reaction prediction with 1.9M reactions from USPTO patents (1976-2016). Task: Predict the product of the given reaction. (1) The product is: [P:13]([O-:17])([O-:16])([O-:15])=[O:14].[Na+:18].[Na+:18].[Na+:18].[CH3:33][C@H:24]([NH:23][CH3:22])[C@@H:25]([OH:26])[C:27]1[CH:32]=[CH:31][CH:30]=[CH:29][CH:28]=1. Given the reactants O=C[C@@H]([C@H]([C@@H]([C@@H](CO)O)O)O)O.[P:13]([O-:17])([O-:16])([O-:15])=[O:14].[Na+:18].[Na+].[Na+].Cl.[CH3:22][NH:23][CH:24]([CH3:33])[C:25]([C:27]1[CH:32]=[CH:31][CH:30]=[CH:29][CH:28]=1)=[O:26], predict the reaction product. (2) Given the reactants C[O:2][C:3](=[O:38])[C:4]([N:7]1[CH2:12][CH2:11][CH:10]([S:13][C:14]2[C:15]([F:37])=[CH:16][C:17]3[O:26][CH2:25][CH2:24][N:23]4[C:19](=[N:20][C:21]([C:27]5[N:28]([CH:33]([CH3:35])[CH3:34])[N:29]=[C:30]([CH3:32])[N:31]=5)=[CH:22]4)[C:18]=3[CH:36]=2)[CH2:9][CH2:8]1)([CH3:6])[CH3:5].[OH-].[Na+], predict the reaction product. The product is: [F:37][C:15]1[C:14]([S:13][CH:10]2[CH2:11][CH2:12][N:7]([C:4]([CH3:6])([CH3:5])[C:3]([OH:38])=[O:2])[CH2:8][CH2:9]2)=[CH:36][C:18]2[C:19]3[N:23]([CH2:24][CH2:25][O:26][C:17]=2[CH:16]=1)[CH:22]=[C:21]([C:27]1[N:28]([CH:33]([CH3:35])[CH3:34])[N:29]=[C:30]([CH3:32])[N:31]=1)[N:20]=3. (3) Given the reactants [NH2:1][C:2]1[C:11]([F:12])=[C:10](F)[CH:9]=[C:8]2[C:3]=1[C:4](=[O:23])[C:5]([C:20]([OH:22])=[O:21])=[CH:6][N:7]2[CH:14]1[CH2:19][CH2:18][O:17][CH2:16][CH2:15]1.[N:24]1[CH:29]=[CH:28][CH:27]=[CH:26][C:25]=1[NH:30][CH2:31][CH2:32][NH2:33].C(N(CC)CC)C, predict the reaction product. The product is: [NH2:1][C:2]1[C:11]([F:12])=[C:10]([NH:33][CH2:32][CH2:31][NH:30][C:25]2[CH:26]=[CH:27][CH:28]=[CH:29][N:24]=2)[CH:9]=[C:8]2[C:3]=1[C:4](=[O:23])[C:5]([C:20]([OH:22])=[O:21])=[CH:6][N:7]2[CH:14]1[CH2:15][CH2:16][O:17][CH2:18][CH2:19]1. (4) Given the reactants [Cl-].O[NH3+:3].[C:4](=[O:7])([O-])[OH:5].[Na+].CS(C)=O.[O:13]=[C:14]1[C:19]([CH2:20][C:21]2[CH:26]=[CH:25][C:24]([C:27]3[C:28]([C:33]#[N:34])=[CH:29][CH:30]=[CH:31][CH:32]=3)=[CH:23][CH:22]=2)=[C:18]([CH2:35][CH2:36][CH3:37])[N:17]2[N:38]=[N:39][CH:40]=[C:16]2[N:15]1[CH:41]1[CH2:46][CH2:45][O:44][CH2:43][CH2:42]1, predict the reaction product. The product is: [O:7]=[C:4]1[O:5][N:3]=[C:33]([C:28]2[CH:29]=[CH:30][CH:31]=[CH:32][C:27]=2[C:24]2[CH:23]=[CH:22][C:21]([CH2:20][C:19]3[C:14](=[O:13])[N:15]([CH:41]4[CH2:42][CH2:43][O:44][CH2:45][CH2:46]4)[C:16]4[N:17]([N:38]=[N:39][CH:40]=4)[C:18]=3[CH2:35][CH2:36][CH3:37])=[CH:26][CH:25]=2)[NH:34]1. (5) Given the reactants [CH3:1][C:2]1([CH3:16])[C:7]2[CH:8]=[C:9](B(O)O)[CH:10]=[CH:11][C:6]=2[NH:5][C:4](=[O:15])[O:3]1.[Br:17][C:18]1[CH:19]=[C:20]([CH3:25])[CH:21]=[C:22](Br)[CH:23]=1, predict the reaction product. The product is: [Br:17][C:18]1[CH:23]=[C:22]([C:9]2[CH:10]=[CH:11][C:6]3[NH:5][C:4](=[O:15])[O:3][C:2]([CH3:16])([CH3:1])[C:7]=3[CH:8]=2)[CH:21]=[C:20]([CH3:25])[CH:19]=1. (6) Given the reactants [CH:1](=O)[CH3:2].[Sn](CCCC)(CCCC)(Cl)Cl.[NH2:15][C:16]1[N:24]=[CH:23][N:22]=[C:21]2[C:17]=1[N:18]=[CH:19][N:20]2[C@H:25]1[C@@H:29]2[O:30][C:31]([CH3:34])([CH3:33])[O:32][C@@H:28]2[C@@H:27]([CH2:35][N:36]([CH3:58])[CH2:37][CH2:38][C@H:39]([NH:47][C:48]([O:50][CH2:51][C:52]2[CH:57]=[CH:56][CH:55]=[CH:54][CH:53]=2)=[O:49])[C:40]([O:42][C:43]([CH3:46])([CH3:45])[CH3:44])=[O:41])[O:26]1.C1([SiH3])C=CC=CC=1, predict the reaction product. The product is: [C:43]([O:42][C:40]([C@@H:39]([NH:47][C:48](=[O:49])[O:50][CH2:51][C:52]1[CH:53]=[CH:54][CH:55]=[CH:56][CH:57]=1)[CH2:38][CH2:37][N:36]([CH2:35][C@@H:27]1[C@H:28]2[O:32][C:31]([CH3:34])([CH3:33])[O:30][C@H:29]2[C@H:25]([N:20]2[CH:19]=[N:18][C:17]3[C:21]2=[N:22][CH:23]=[N:24][C:16]=3[NH:15][CH2:1][CH3:2])[O:26]1)[CH3:58])=[O:41])([CH3:46])([CH3:45])[CH3:44].